Dataset: Catalyst prediction with 721,799 reactions and 888 catalyst types from USPTO. Task: Predict which catalyst facilitates the given reaction. (1) Reactant: Br[C:2]1[CH:3]=[CH:4][C:5]([N+:8]([O-:10])=[O:9])=[N:6][CH:7]=1.[H-].[Na+].[CH3:13][N:14]1[CH:18]=[CH:17][C:16]([NH:19][C:20]2[C:29]3[C:24](=[CH:25][CH:26]=[C:27]([OH:30])[CH:28]=3)[N:23]=[CH:22][N:21]=2)=[N:15]1. Product: [CH3:13][N:14]1[CH:18]=[CH:17][C:16]([NH:19][C:20]2[C:29]3[C:24](=[CH:25][CH:26]=[C:27]([O:30][C:2]4[CH:7]=[N:6][C:5]([N+:8]([O-:10])=[O:9])=[CH:4][CH:3]=4)[CH:28]=3)[N:23]=[CH:22][N:21]=2)=[N:15]1. The catalyst class is: 9. (2) Reactant: [C:1]([CH2:3][C:4]([CH:6]1[CH2:11][CH2:10][CH2:9][CH2:8][NH:7]1)=O)#[N:2].[CH:12]([O:14][CH2:15][C:16]1[CH:21]=[CH:20][CH:19]=[CH:18][CH:17]=1)=[O:13].C(O)C.[CH3:25][NH:26][NH2:27]. Product: [CH3:25][N:26]1[C:1]([NH2:2])=[CH:3][C:4]([CH:6]2[CH2:11][CH2:10][CH2:9][CH2:8][NH:7]2)=[N:27]1.[CH:12]([O:14][CH2:15][C:16]1[CH:21]=[CH:20][CH:19]=[CH:18][CH:17]=1)=[O:13]. The catalyst class is: 13. (3) Reactant: [N:1]1[CH:6]=[CH:5][C:4]([C:7]2[CH:8]=[C:9]([CH2:13][N:14]([CH:18]([CH3:20])C)[C:15](Cl)=[O:16])[CH:10]=[CH:11][CH:12]=2)=[CH:3][CH:2]=1.[OH:21][C:22]1[CH:27]=[CH:26][C:25]([C:28]2[CH:37]=[CH:36][C:31]([C:32]([NH:34][CH3:35])=[O:33])=[CH:30][CH:29]=2)=[CH:24][CH:23]=1.[CH2:38](N(CC)CC)C. Product: [CH2:18]([N:14]([CH2:13][C:9]1[CH:10]=[CH:11][CH:12]=[C:7]([C:4]2[CH:3]=[CH:2][N:1]=[CH:6][CH:5]=2)[CH:8]=1)[C:15](=[O:16])[O:21][C:22]1[CH:23]=[CH:24][C:25]([C:28]2[CH:37]=[CH:36][C:31]([C:32](=[O:33])[NH:34][CH3:35])=[CH:30][CH:29]=2)=[CH:26][CH:27]=1)[CH2:20][CH3:38]. The catalyst class is: 4. (4) Product: [CH2:16]([O:1][C:2]1[CH:9]=[CH:8][C:5]([C:6]#[N:7])=[CH:4][CH:3]=1)[C:17]1[CH:22]=[CH:21][CH:20]=[CH:19][CH:18]=1. The catalyst class is: 3. Reactant: [OH:1][C:2]1[CH:9]=[CH:8][C:5]([C:6]#[N:7])=[CH:4][CH:3]=1.C(=O)([O-])[O-].[K+].[K+].[CH2:16](Br)[C:17]1[CH:22]=[CH:21][CH:20]=[CH:19][CH:18]=1. (5) Reactant: C[O:2][C:3](=[O:37])[CH:4]([NH:8][S:9]([C:12]1[CH:17]=[CH:16][C:15]([C:18]2[CH:23]=[CH:22][C:21]([CH2:24][O:25][C:26]3[C:35]([CH3:36])=[CH:34][C:33]4[C:28](=[CH:29][CH:30]=[CH:31][CH:32]=4)[N:27]=3)=[CH:20][CH:19]=2)=[CH:14][CH:13]=1)(=[O:11])=[O:10])[CH:5]([CH3:7])[CH3:6].CO.[OH-].[Na+]. Product: [CH3:6][CH:5]([CH3:7])[CH:4]([NH:8][S:9]([C:12]1[CH:17]=[CH:16][C:15]([C:18]2[CH:23]=[CH:22][C:21]([CH2:24][O:25][C:26]3[C:35]([CH3:36])=[CH:34][C:33]4[C:28](=[CH:29][CH:30]=[CH:31][CH:32]=4)[N:27]=3)=[CH:20][CH:19]=2)=[CH:14][CH:13]=1)(=[O:10])=[O:11])[C:3]([OH:37])=[O:2]. The catalyst class is: 1. (6) Reactant: C[Si]([N-][Si](C)(C)C)(C)C.[Li+].[CH2:11]([NH:15][C:16]1[CH:21]=[C:20]([Cl:22])[CH:19]=[CH:18][C:17]=1[N+:23]([O-:25])=[O:24])[CH:12]([CH3:14])[CH3:13].[N:26]#[C:27]Br. Product: [C:27]([N:15]([CH2:11][CH:12]([CH3:14])[CH3:13])[C:16]1[CH:21]=[C:20]([Cl:22])[CH:19]=[CH:18][C:17]=1[N+:23]([O-:25])=[O:24])#[N:26]. The catalyst class is: 7. (7) Reactant: [CH2:1]1[NH:6][CH2:5][CH2:4][N:3]2[C:7](=[O:10])[CH2:8][CH2:9][CH:2]12.F[C:12]1[CH:17]=[CH:16][C:15]([N+:18]([O-:20])=[O:19])=[CH:14][CH:13]=1.C([O-])([O-])=O.[K+].[K+]. Product: [N+:18]([C:15]1[CH:16]=[CH:17][C:12]([N:6]2[CH2:5][CH2:4][N:3]3[C:7](=[O:10])[CH2:8][CH2:9][CH:2]3[CH2:1]2)=[CH:13][CH:14]=1)([O-:20])=[O:19]. The catalyst class is: 3. (8) Reactant: [OH:1][CH2:2][C:3]1[N:4]=[C:5]2[C:10]([CH:11]3[CH2:16][CH2:15][O:14][CH2:13][CH2:12]3)=[N:9][CH:8]=[C:7]([C:17]3[CH:18]=[CH:19][C:20]([N:23]4[CH2:28][CH2:27][N:26]([C:29]([O:31][C:32]([CH3:35])([CH3:34])[CH3:33])=[O:30])[CH2:25][CH2:24]4)=[N:21][CH:22]=3)[N:6]2[CH:36]=1.[H-].[Na+].Cl[C:40]1[CH:49]=[CH:48][C:47]2[C:42](=[CH:43][CH:44]=[CH:45][CH:46]=2)[N:41]=1. Product: [N:41]1[C:42]2[C:47](=[CH:46][CH:45]=[CH:44][CH:43]=2)[CH:48]=[CH:49][C:40]=1[O:1][CH2:2][C:3]1[N:4]=[C:5]2[C:10]([CH:11]3[CH2:16][CH2:15][O:14][CH2:13][CH2:12]3)=[N:9][CH:8]=[C:7]([C:17]3[CH:18]=[CH:19][C:20]([N:23]4[CH2:24][CH2:25][N:26]([C:29]([O:31][C:32]([CH3:33])([CH3:35])[CH3:34])=[O:30])[CH2:27][CH2:28]4)=[N:21][CH:22]=3)[N:6]2[CH:36]=1. The catalyst class is: 3.